From a dataset of Forward reaction prediction with 1.9M reactions from USPTO patents (1976-2016). Predict the product of the given reaction. (1) Given the reactants C[O:2][C:3](=O)[CH:4]([C:6]1[N:7]=[C:8]([C:12]2[CH:17]=[CH:16][C:15]([C:18]([F:21])([F:20])[F:19])=[CH:14][CH:13]=2)[S:9][C:10]=1[CH3:11])[CH3:5].C[O:24][C:25](=O)[C:26]([CH3:44])([C:28]1[N:29]=[C:30]([C:34]2[CH:39]=[CH:38][C:37]([C:40]([F:43])([F:42])[F:41])=[CH:36][CH:35]=2)[S:31][C:32]=1[CH3:33])[CH3:27].[H-].[Al+3].[Li+].[H-].[H-].[H-], predict the reaction product. The product is: [CH3:11][C:10]1[S:9][C:8]([C:12]2[CH:13]=[CH:14][C:15]([C:18]([F:21])([F:20])[F:19])=[CH:16][CH:17]=2)=[N:7][C:6]=1[CH:4]([CH3:5])[CH2:3][OH:2].[CH3:44][C:26]([C:28]1[N:29]=[C:30]([C:34]2[CH:35]=[CH:36][C:37]([C:40]([F:42])([F:43])[F:41])=[CH:38][CH:39]=2)[S:31][C:32]=1[CH3:33])([CH3:27])[CH2:25][OH:24]. (2) Given the reactants Br[C:2]1[CH:3]=[C:4]([N:8]([CH2:15][CH:16]2[CH2:21][CH2:20][CH2:19][CH2:18][CH2:17]2)[C:9](=[O:14])[C:10]([F:13])([F:12])[F:11])[CH:5]=[CH:6][CH:7]=1.[CH2:22]([NH:25][C:26](=[O:32])[O:27][C:28]([CH3:31])([CH3:30])[CH3:29])[C:23]#[CH:24], predict the reaction product. The product is: [CH:16]1([CH2:15][N:8]([C:4]2[CH:3]=[C:2]([C:24]#[C:23][CH2:22][NH:25][C:26](=[O:32])[O:27][C:28]([CH3:30])([CH3:29])[CH3:31])[CH:7]=[CH:6][CH:5]=2)[C:9](=[O:14])[C:10]([F:13])([F:12])[F:11])[CH2:21][CH2:20][CH2:19][CH2:18][CH2:17]1. (3) Given the reactants [Cl:1][C:2]1[C:11]2[C:6](=[CH:7][C:8]([F:13])=[CH:9][C:10]=2[F:12])[N:5]=[C:4]([C:14]2[CH:15]=[N:16][C:17](F)=[CH:18][CH:19]=2)[C:3]=1[CH3:21].[NH:22]1[CH2:26][CH2:25][CH:24]([OH:27])[CH2:23]1.C(=O)([O-])[O-].[K+].[K+].O, predict the reaction product. The product is: [Cl:1][C:2]1[C:11]2[C:6](=[CH:7][C:8]([F:13])=[CH:9][C:10]=2[F:12])[N:5]=[C:4]([C:14]2[CH:19]=[CH:18][C:17]([N:22]3[CH2:26][CH2:25][CH:24]([OH:27])[CH2:23]3)=[N:16][CH:15]=2)[C:3]=1[CH3:21].